Dataset: Full USPTO retrosynthesis dataset with 1.9M reactions from patents (1976-2016). Task: Predict the reactants needed to synthesize the given product. (1) Given the product [F:23][C:22]([F:25])([F:24])[S:21][C:3]1[C:2]([NH:7][C:8](=[O:13])[C:9]([CH3:10])([CH3:12])[CH3:11])=[N:1][CH:6]=[CH:5][CH:4]=1, predict the reactants needed to synthesize it. The reactants are: [N:1]1[CH:6]=[CH:5][CH:4]=[CH:3][C:2]=1[NH:7][C:8](=[O:13])[C:9]([CH3:12])([CH3:11])[CH3:10].C([Li])CCC.CN(C1C=CC=CC=1)[S:21][C:22]([F:25])([F:24])[F:23]. (2) Given the product [C:32]([C:30]1[CH:29]=[CH:28][C:23]([C:24]([O:26][CH3:27])=[O:25])=[C:22]([NH:21][C:13](=[O:18])[C:14]([F:15])([F:16])[F:17])[CH:31]=1)#[N:34], predict the reactants needed to synthesize it. The reactants are: C(N(CC)CC)C.[F:15][C:14]([F:17])([F:16])[C:13](O[C:13](=[O:18])[C:14]([F:17])([F:16])[F:15])=[O:18].[NH2:21][C:22]1[CH:31]=[C:30]([C:32]([NH2:34])=O)[CH:29]=[CH:28][C:23]=1[C:24]([O:26][CH3:27])=[O:25]. (3) Given the product [CH:10]1[C:11]2[CH:12]([CH2:14][O:15][C:16]([N:18]3[CH2:19][CH2:20][C:21]([C:37]4[CH:38]=[CH:39][C:34]([OH:40])=[CH:35][CH:36]=4)([C:24]4[CH:25]=[CH:26][CH:27]=[CH:28][CH:29]=4)[CH2:22][CH2:23]3)=[O:17])[C:13]3[C:5](=[CH:4][CH:3]=[CH:2][CH:1]=3)[C:6]=2[CH:7]=[CH:8][CH:9]=1, predict the reactants needed to synthesize it. The reactants are: [CH:1]1[C:13]2[CH:12]([CH2:14][O:15][C:16]([N:18]3[CH2:23][CH:22]=[C:21]([C:24]4[CH:29]=[CH:28][CH:27]=[CH:26][CH:25]=4)[CH2:20][CH2:19]3)=[O:17])[C:11]3[C:6](=[CH:7][CH:8]=[CH:9][CH:10]=3)[C:5]=2[CH:4]=[CH:3][CH:2]=1.B(F)(F)F.[C:34]1([OH:40])[CH:39]=[CH:38][CH:37]=[CH:36][CH:35]=1. (4) Given the product [CH3:11][C:6]1([CH3:12])[C:5]2[C:9](=[CH:10][C:2]([N:13]3[CH2:18][CH2:17][O:16][CH2:15][CH2:14]3)=[CH:3][CH:4]=2)[NH:8][CH2:7]1, predict the reactants needed to synthesize it. The reactants are: I[C:2]1[CH:10]=[C:9]2[C:5]([C:6]([CH3:12])([CH3:11])[CH2:7][NH:8]2)=[CH:4][CH:3]=1.[NH:13]1[CH2:18][CH2:17][O:16][CH2:15][CH2:14]1.C1(P(C2CCCCC2)C2(C(C)C)CC(C(C)C)=CC(C(C)C)=C2C2C=CC=CC=2)CCCCC1.C[Si]([N-][Si](C)(C)C)(C)C.[Li+]. (5) Given the product [CH2:6]1[CH2:7][CH2:8][C:3]([CH2:1][NH2:13])([CH2:9][C:10]([OH:12])=[O:11])[CH2:4][CH2:5]1, predict the reactants needed to synthesize it. The reactants are: [CH:1]([C:3]1([CH2:9][C:10]([OH:12])=[O:11])[CH2:8][CH2:7][CH2:6][CH2:5][CH2:4]1)=O.[NH3:13]. (6) Given the product [C:21]([C:14]1[CH:13]=[C:12]2[C:17]([NH:18][C:19](=[O:20])[C:10]3[N:11]2[C:7]([CH:1]2[CH2:2][CH2:3][CH2:4][CH2:5][CH2:6]2)=[N:8][CH:9]=3)=[CH:16][CH:15]=1)(=[O:22])[CH3:27], predict the reactants needed to synthesize it. The reactants are: [CH:1]1([C:7]2[N:11]3[C:12]4[C:17]([NH:18][C:19](=[O:20])[C:10]3=[CH:9][N:8]=2)=[CH:16][CH:15]=[C:14]([C:21](N(C)OC)=[O:22])[CH:13]=4)[CH2:6][CH2:5][CH2:4][CH2:3][CH2:2]1.[CH3:27][Mg]Br.O1CCCC1.O. (7) Given the product [F:18][C:17]1[C:10]2[CH2:11][CH2:12][CH2:13][CH2:14][C:15](=[O:16])[C:9]=2[C:8]([F:19])=[CH:7][C:6]=1[N:5]1[CH2:2][C@H:1]([CH2:34][NH:35][C:36](=[O:38])[CH3:37])[O:3][C:4]1=[O:20], predict the reactants needed to synthesize it. The reactants are: [CH2:1]([O:3][C:4](=[O:20])[NH:5][C:6]1[CH:7]=[C:8]([F:19])[C:9]2[C:15](=[O:16])[CH2:14][CH2:13][CH2:12][CH2:11][C:10]=2[C:17]=1[F:18])[CH3:2].[Li].CC(C)([O-])C.C(O[C@@H]([CH2:34][NH:35][C:36](=[O:38])[CH3:37])CCl)(=O)C. (8) The reactants are: [CH3:1][O:2][C:3]1[C:7]2[C:8](=[O:25])[N:9]([CH2:16][C:17](=[O:24])[C:18]3[CH:23]=[CH:22][CH:21]=[CH:20][CH:19]=3)[C:10]3[CH:11]=[CH:12][CH:13]=[CH:14][C:15]=3[C:6]=2[N:5]([CH3:26])[C:4]=1[C:27]([NH:29][CH:30]1[CH2:35][CH2:34][N:33]([C:36]2[CH:41]=[CH:40][N:39]=[CH:38][CH:37]=2)[CH2:32][CH2:31]1)=[O:28].C(OC(=O)C)C.[ClH:48].C(OCC)(=O)C. Given the product [ClH:48].[CH3:1][O:2][C:3]1[C:7]2[C:8](=[O:25])[N:9]([CH2:16][C:17](=[O:24])[C:18]3[CH:19]=[CH:20][CH:21]=[CH:22][CH:23]=3)[C:10]3[CH:11]=[CH:12][CH:13]=[CH:14][C:15]=3[C:6]=2[N:5]([CH3:26])[C:4]=1[C:27]([NH:29][CH:30]1[CH2:31][CH2:32][N:33]([C:36]2[CH:37]=[CH:38][N:39]=[CH:40][CH:41]=2)[CH2:34][CH2:35]1)=[O:28], predict the reactants needed to synthesize it. (9) Given the product [CH2:21]([O:23][C:24](=[O:29])[CH2:25][CH2:26][CH2:27][P:3]([O:12][CH2:13][C:14]1[CH:19]=[CH:18][CH:17]=[CH:16][CH:15]=1)([O:4][CH2:5][C:6]1[CH:11]=[CH:10][CH:9]=[CH:8][CH:7]=1)=[O:20])[CH3:22], predict the reactants needed to synthesize it. The reactants are: [H-].[Na+].[P:3]([O-:20])([O:12][CH2:13][C:14]1[CH:19]=[CH:18][CH:17]=[CH:16][CH:15]=1)[O:4][CH2:5][C:6]1[CH:11]=[CH:10][CH:9]=[CH:8][CH:7]=1.[CH2:21]([O:23][C:24](=[O:29])[CH2:25][CH2:26][CH2:27]Br)[CH3:22]. (10) Given the product [Br:1][C:2]1[CH:3]=[C:4]([CH2:10][OH:11])[CH:5]=[C:6]([CH2:8][O:9][Si:21]([C:18]([CH3:20])([CH3:19])[CH3:17])([CH3:23])[CH3:22])[CH:7]=1, predict the reactants needed to synthesize it. The reactants are: [Br:1][C:2]1[CH:3]=[C:4]([CH2:10][OH:11])[CH:5]=[C:6]([CH2:8][OH:9])[CH:7]=1.N1C=CN=C1.[CH3:17][C:18]([Si:21](Cl)([CH3:23])[CH3:22])([CH3:20])[CH3:19].